This data is from NCI-60 drug combinations with 297,098 pairs across 59 cell lines. The task is: Regression. Given two drug SMILES strings and cell line genomic features, predict the synergy score measuring deviation from expected non-interaction effect. (1) Drug 2: CC1CCCC2(C(O2)CC(NC(=O)CC(C(C(=O)C(C1O)C)(C)C)O)C(=CC3=CSC(=N3)C)C)C. Drug 1: CCN(CC)CCNC(=O)C1=C(NC(=C1C)C=C2C3=C(C=CC(=C3)F)NC2=O)C. Cell line: KM12. Synergy scores: CSS=44.0, Synergy_ZIP=-3.64, Synergy_Bliss=-3.17, Synergy_Loewe=-8.44, Synergy_HSA=1.92. (2) Drug 1: CCC1(CC2CC(C3=C(CCN(C2)C1)C4=CC=CC=C4N3)(C5=C(C=C6C(=C5)C78CCN9C7C(C=CC9)(C(C(C8N6C)(C(=O)OC)O)OC(=O)C)CC)OC)C(=O)OC)O.OS(=O)(=O)O. Drug 2: CCCCC(=O)OCC(=O)C1(CC(C2=C(C1)C(=C3C(=C2O)C(=O)C4=C(C3=O)C=CC=C4OC)O)OC5CC(C(C(O5)C)O)NC(=O)C(F)(F)F)O. Cell line: HT29. Synergy scores: CSS=47.5, Synergy_ZIP=0.494, Synergy_Bliss=-0.331, Synergy_Loewe=-3.65, Synergy_HSA=-3.98. (3) Drug 1: CCCCC(=O)OCC(=O)C1(CC(C2=C(C1)C(=C3C(=C2O)C(=O)C4=C(C3=O)C=CC=C4OC)O)OC5CC(C(C(O5)C)O)NC(=O)C(F)(F)F)O. Drug 2: C1CNP(=O)(OC1)N(CCCl)CCCl. Cell line: HS 578T. Synergy scores: CSS=47.7, Synergy_ZIP=-3.10, Synergy_Bliss=-3.82, Synergy_Loewe=-18.6, Synergy_HSA=-2.83. (4) Drug 1: CCC1(CC2CC(C3=C(CCN(C2)C1)C4=CC=CC=C4N3)(C5=C(C=C6C(=C5)C78CCN9C7C(C=CC9)(C(C(C8N6C=O)(C(=O)OC)O)OC(=O)C)CC)OC)C(=O)OC)O.OS(=O)(=O)O. Drug 2: N.N.Cl[Pt+2]Cl. Cell line: SK-MEL-2. Synergy scores: CSS=85.9, Synergy_ZIP=-4.01, Synergy_Bliss=-8.97, Synergy_Loewe=-3.03, Synergy_HSA=-1.39. (5) Drug 1: CC1OCC2C(O1)C(C(C(O2)OC3C4COC(=O)C4C(C5=CC6=C(C=C35)OCO6)C7=CC(=C(C(=C7)OC)O)OC)O)O. Drug 2: CC1CCCC2(C(O2)CC(NC(=O)CC(C(C(=O)C(C1O)C)(C)C)O)C(=CC3=CSC(=N3)C)C)C. Cell line: HCT-15. Synergy scores: CSS=44.3, Synergy_ZIP=-0.364, Synergy_Bliss=0.788, Synergy_Loewe=0.0501, Synergy_HSA=-0.345. (6) Drug 1: CCC1=CC2CC(C3=C(CN(C2)C1)C4=CC=CC=C4N3)(C5=C(C=C6C(=C5)C78CCN9C7C(C=CC9)(C(C(C8N6C)(C(=O)OC)O)OC(=O)C)CC)OC)C(=O)OC.C(C(C(=O)O)O)(C(=O)O)O. Drug 2: C1CN(P(=O)(OC1)NCCCl)CCCl. Cell line: DU-145. Synergy scores: CSS=52.5, Synergy_ZIP=-0.191, Synergy_Bliss=1.58, Synergy_Loewe=-53.0, Synergy_HSA=1.06. (7) Drug 1: CC1=C(C(CCC1)(C)C)C=CC(=CC=CC(=CC(=O)O)C)C. Drug 2: C1CN1C2=NC(=NC(=N2)N3CC3)N4CC4. Cell line: OVCAR-5. Synergy scores: CSS=31.1, Synergy_ZIP=-10.7, Synergy_Bliss=-3.56, Synergy_Loewe=-19.7, Synergy_HSA=-5.26. (8) Drug 1: C(=O)(N)NO. Drug 2: CN1C2=C(C=C(C=C2)N(CCCl)CCCl)N=C1CCCC(=O)O.Cl. Cell line: LOX IMVI. Synergy scores: CSS=4.21, Synergy_ZIP=1.43, Synergy_Bliss=4.23, Synergy_Loewe=2.16, Synergy_HSA=1.24.